From a dataset of Full USPTO retrosynthesis dataset with 1.9M reactions from patents (1976-2016). Predict the reactants needed to synthesize the given product. (1) Given the product [Cl:25][C:26]1[CH:27]=[CH:28][C:29]([CH2:30][NH:31][C:32]([N:15]2[CH2:16][CH2:17][CH2:18][CH:13]([C:11]3[N:10]([C:19]4[N:20]=[CH:21][CH:22]=[CH:23][N:24]=4)[N:9]=[C:8]([C:5]4[CH:4]=[CH:3][C:2]([F:1])=[CH:7][CH:6]=4)[CH:12]=3)[CH2:14]2)=[O:33])=[CH:34][CH:35]=1, predict the reactants needed to synthesize it. The reactants are: [F:1][C:2]1[CH:7]=[CH:6][C:5]([C:8]2[CH:12]=[C:11]([CH:13]3[CH2:18][CH2:17][CH2:16][NH:15][CH2:14]3)[N:10]([C:19]3[N:24]=[CH:23][CH:22]=[CH:21][N:20]=3)[N:9]=2)=[CH:4][CH:3]=1.[Cl:25][C:26]1[CH:35]=[CH:34][C:29]([CH2:30][N:31]=[C:32]=[O:33])=[CH:28][CH:27]=1.CS(C)=O. (2) Given the product [Cl:1][C:2]1[CH:3]=[N:4][C:5]2[N:6]([N:8]=[C:9]([C:11]([N:16]3[CH:15]([CH3:14])[C:24]4[N:23]=[CH:22][CH:21]=[CH:20][C:19]=4[CH2:18][CH2:17]3)=[O:13])[CH:10]=2)[CH:7]=1, predict the reactants needed to synthesize it. The reactants are: [Cl:1][C:2]1[CH:3]=[N:4][C:5]2[N:6]([N:8]=[C:9]([C:11]([OH:13])=O)[CH:10]=2)[CH:7]=1.[CH3:14][CH:15]1[C:24]2[N:23]=[CH:22][CH:21]=[CH:20][C:19]=2[CH2:18][CH2:17][NH:16]1. (3) Given the product [Cl:1][C:2]([Cl:54])([Cl:53])[CH2:3][O:4][C:5]([C@@H:7]1[CH2:12][CH2:11][CH2:10][N:9]([C:13](=[O:52])[C@@H:14]([NH:21][C:22](=[O:51])[C@@H:23]([NH:27][C:28](=[O:50])[C:29]([CH3:49])([CH3:48])/[CH:30]=[CH:31]/[C:32]2[CH:41]=[C:40]3[C:35]([CH:36]=[CH:37][C:38]([C@H:42]([O:44][C:45](=[O:47])[CH3:46])[CH3:43])=[N:39]3)=[CH:34][CH:33]=2)[CH:24]([CH3:26])[CH3:25])[CH2:15][O:58][CH3:57])[NH:8]1)=[O:6], predict the reactants needed to synthesize it. The reactants are: [Cl:1][C:2]([Cl:54])([Cl:53])[CH2:3][O:4][C:5]([C@@H:7]1[CH2:12][CH2:11][CH2:10][N:9]([C:13](=[O:52])[C@@H:14]([NH:21][C:22](=[O:51])[C@@H:23]([NH:27][C:28](=[O:50])[C:29]([CH3:49])([CH3:48])/[CH:30]=[CH:31]/[C:32]2[CH:41]=[C:40]3[C:35]([CH:36]=[CH:37][C:38]([C@H:42]([O:44][C:45](=[O:47])[CH3:46])[CH3:43])=[N:39]3)=[CH:34][CH:33]=2)[CH:24]([CH3:26])[CH3:25])[CH2:15]N2C=CC=N2)[NH:8]1)=[O:6].ClC(Cl)(Cl)[CH2:57][O:58]C([C@@H]1CCCN(C(=O)[C@@H](NC(=O)[C@@H](NC(OC(C)(C)C)=O)C(C)C)COC)N1)=O. (4) Given the product [Si:31]([O:24][C:22]([C:8]1[CH:7]=[CH:6][CH:5]=[C:4]2[C:9]=1[N:10]=[C:11]([NH:12][C:13]([CH3:21])([CH2:15][CH2:16][S:17]([CH3:20])(=[O:19])=[O:18])[CH3:14])[C:2]([CH3:1])=[N:3]2)=[CH2:23])([C:34]([CH3:37])([CH3:36])[CH3:35])([CH3:33])[CH3:32], predict the reactants needed to synthesize it. The reactants are: [CH3:1][C:2]1[C:11]([NH:12][C:13]([CH3:21])([CH2:15][CH2:16][S:17]([CH3:20])(=[O:19])=[O:18])[CH3:14])=[N:10][C:9]2[C:4](=[CH:5][CH:6]=[CH:7][C:8]=2[C:22](=[O:24])[CH3:23])[N:3]=1.FC(F)(F)S(O[Si:31]([C:34]([CH3:37])([CH3:36])[CH3:35])([CH3:33])[CH3:32])(=O)=O. (5) The reactants are: [C:1]([C:5]1[CH:9]=[C:8]([C:10]([CH3:13])([CH3:12])[CH3:11])[N:7]([CH2:14][C:15]2[CH:24]=[CH:23][C:18]([C:19](OC)=[O:20])=[CH:17][CH:16]=2)[N:6]=1)([CH3:4])([CH3:3])[CH3:2].[H-].[Al+3].[Li+].[H-].[H-].[H-].C(O)C.[Cl-].[NH4+]. Given the product [C:1]([C:5]1[CH:9]=[C:8]([C:10]([CH3:13])([CH3:12])[CH3:11])[N:7]([CH2:14][C:15]2[CH:16]=[CH:17][C:18]([CH2:19][OH:20])=[CH:23][CH:24]=2)[N:6]=1)([CH3:2])([CH3:3])[CH3:4], predict the reactants needed to synthesize it. (6) Given the product [C:35]([CH:9]([P:4](=[O:3])([OH:5])[OH:8])[CH2:10][C:11]([CH3:34])=[CH:12][CH2:13][C:14]1[C:15]([OH:27])=[C:16]2[C:20](=[C:21]([CH3:25])[C:22]=1[O:23][CH3:24])[CH2:19][O:18][C:17]2=[O:26])#[N:36], predict the reactants needed to synthesize it. The reactants are: C([O:3][P:4]([CH:9]([C:35]#[N:36])[CH2:10][C:11]([CH3:34])=[CH:12][CH2:13][C:14]1[C:15]([O:27]CC[Si](C)(C)C)=[C:16]2[C:20](=[C:21]([CH3:25])[C:22]=1[O:23][CH3:24])[CH2:19][O:18][C:17]2=[O:26])(=[O:8])[O:5]CC)C.C[Si](Br)(C)C.N1C(C)=CC=CC=1C. (7) Given the product [CH3:1][O:2][C:3]1[C:23]2[C:22]([CH3:25])([CH3:24])[N:10]3[CH2:11][CH2:12][C:13]4[C:18]([CH:9]3[CH:8]([CH3:26])[C:7]=2[CH:6]=[CH:5][C:4]=1[O:27][CH3:28])=[CH:17][C:16]1[O:19][CH2:20][O:21][C:15]=1[CH:14]=4, predict the reactants needed to synthesize it. The reactants are: [CH3:1][O:2][C:3]1[C:23]2[C:22]([CH3:25])([CH3:24])[N:10]3[CH2:11][CH2:12][C:13]4[C:18]([C:9]3=[C:8]([CH3:26])[C:7]=2[CH:6]=[CH:5][C:4]=1[O:27][CH3:28])=[CH:17][C:16]1[O:19][CH2:20][O:21][C:15]=1[CH:14]=4.[BH4-].[Na+].